Dataset: Full USPTO retrosynthesis dataset with 1.9M reactions from patents (1976-2016). Task: Predict the reactants needed to synthesize the given product. (1) Given the product [Br:29][C:30]1[C:36]([N+:37]([O-:39])=[O:38])=[CH:35][C:33]([NH:34][C:2]2[N:7]=[C:6]([C:8]3[CH:9]=[N:10][N:11]4[CH2:16][CH2:15][CH2:14][CH2:13][C:12]=34)[CH:5]=[CH:4][N:3]=2)=[C:32]([O:40][CH3:41])[CH:31]=1, predict the reactants needed to synthesize it. The reactants are: Cl[C:2]1[N:7]=[C:6]([C:8]2[CH:9]=[N:10][N:11]3[CH2:16][CH2:15][CH2:14][CH2:13][C:12]=23)[CH:5]=[CH:4][N:3]=1.O.C1(C)C=CC(S(O)(=O)=O)=CC=1.[Br:29][C:30]1[C:36]([N+:37]([O-:39])=[O:38])=[CH:35][C:33]([NH2:34])=[C:32]([O:40][CH3:41])[CH:31]=1. (2) Given the product [F:1][C:2]([F:7])([F:6])[C:3]([OH:5])=[O:4].[Cl:15][C:16]1[CH:17]=[N:18][C:19]2[NH:20][C:21]3[CH:22]=[CH:23][CH:24]=[C:25]([CH:47]=3)[CH2:26][CH2:27][C:28]3[CH:36]=[C:32]([NH:33][C:34]=1[N:35]=2)[CH:31]=[CH:30][C:29]=3[NH:37][C:38](=[O:46])[CH2:39][CH:40]1[CH2:45][CH2:44][N:43]([C:49]([NH:48][CH:51]([CH3:53])[CH3:52])=[O:50])[CH2:42][CH2:41]1, predict the reactants needed to synthesize it. The reactants are: [F:1][C:2]([F:7])([F:6])[C:3]([OH:5])=[O:4].FC(F)(F)C(O)=O.[Cl:15][C:16]1[CH:17]=[N:18][C:19]2[NH:20][C:21]3[CH:22]=[CH:23][CH:24]=[C:25]([CH:47]=3)[CH2:26][CH2:27][C:28]3[CH:36]=[C:32]([NH:33][C:34]=1[N:35]=2)[CH:31]=[CH:30][C:29]=3[NH:37][C:38](=[O:46])[CH2:39][CH:40]1[CH2:45][CH2:44][NH:43][CH2:42][CH2:41]1.[N:48]([CH:51]([CH3:53])[CH3:52])=[C:49]=[O:50]. (3) Given the product [CH2:46]([O:48][C:49]([C:51]1([CH2:57][CH2:58][O:59][CH3:60])[CH2:52][CH2:53][N:54]([C:5](=[O:7])[CH2:4][CH2:3][C:2]([CH3:1])([CH3:9])[CH3:8])[CH2:55][CH2:56]1)=[O:50])[CH3:47], predict the reactants needed to synthesize it. The reactants are: [CH3:1][C:2]([CH3:9])([CH3:8])[CH2:3][CH2:4][C:5]([OH:7])=O.C(N(C(C)C)C(C)C)C.F[P-](F)(F)(F)(F)F.N1(O[P+](N(C)C)(N(C)C)N(C)C)C2C=CC=CC=2N=N1.[CH2:46]([O:48][C:49]([C:51]1([CH2:57][CH2:58][O:59][CH3:60])[CH2:56][CH2:55][NH:54][CH2:53][CH2:52]1)=[O:50])[CH3:47]. (4) Given the product [CH2:21]([N:11]([C:9]([O:8][CH2:1][C:2]1[CH:3]=[CH:4][CH:5]=[CH:6][CH:7]=1)=[O:10])[CH2:12][CH2:13][C:14]([OH:16])=[O:15])[CH:20]=[CH2:19], predict the reactants needed to synthesize it. The reactants are: [CH2:1]([O:8][C:9]([NH:11][CH2:12][CH2:13][C:14]([OH:16])=[O:15])=[O:10])[C:2]1[CH:7]=[CH:6][CH:5]=[CH:4][CH:3]=1.[H-].[Na+].[CH2:19](Br)[CH:20]=[CH2:21]. (5) Given the product [F:1][C:2]([F:13])([C:6]1[CH:11]=[CH:10][C:9]([F:12])=[CH:8][N:7]=1)[C:3]1[N:49]=[C:17]([OH:18])[C:16]2[C:15](=[C:23]([O:24][CH3:25])[CH:22]=[CH:21][CH:20]=2)[N:14]=1, predict the reactants needed to synthesize it. The reactants are: [F:1][C:2]([F:13])([C:6]1[CH:11]=[CH:10][C:9]([F:12])=[CH:8][N:7]=1)[C:3](O)=O.[NH2:14][C:15]1[C:23]([O:24][CH3:25])=[CH:22][CH:21]=[CH:20][C:16]=1[C:17](O)=[O:18].P(OC1C=CC=CC=1)(OC1C=CC=CC=1)OC1C=CC=CC=1.Cl.[NH2:49]CCC(OCC)=O. (6) Given the product [NH:27]1[C:31]2[CH:32]=[CH:33][C:34]([C:2]3[N:11]=[C:10]([NH:12][CH2:13][CH:14]([C:21]4[CH:26]=[CH:25][CH:24]=[CH:23][CH:22]=4)[C:15]4[CH:20]=[CH:19][CH:18]=[CH:17][CH:16]=4)[C:9]4[C:4](=[CH:5][CH:6]=[CH:7][CH:8]=4)[N:3]=3)=[CH:35][C:30]=2[N:29]=[N:28]1, predict the reactants needed to synthesize it. The reactants are: Cl[C:2]1[N:11]=[C:10]([NH:12][CH2:13][CH:14]([C:21]2[CH:26]=[CH:25][CH:24]=[CH:23][CH:22]=2)[C:15]2[CH:20]=[CH:19][CH:18]=[CH:17][CH:16]=2)[C:9]2[C:4](=[CH:5][CH:6]=[CH:7][CH:8]=2)[N:3]=1.[NH:27]1[C:31]2[CH:32]=[CH:33][C:34](B(O)O)=[CH:35][C:30]=2[N:29]=[N:28]1.C(NC1C2C(=CC=CC=2)N=C(C2SC3C=CC=CC=3C=2)N=1)(C1C=CC=CC=1)C1C=CC=CC=1.